Dataset: NCI-60 drug combinations with 297,098 pairs across 59 cell lines. Task: Regression. Given two drug SMILES strings and cell line genomic features, predict the synergy score measuring deviation from expected non-interaction effect. (1) Drug 1: C1=CC(=CC=C1CCCC(=O)O)N(CCCl)CCCl. Drug 2: CC(C)CN1C=NC2=C1C3=CC=CC=C3N=C2N. Cell line: SNB-75. Synergy scores: CSS=9.29, Synergy_ZIP=0.304, Synergy_Bliss=-0.713, Synergy_Loewe=-1.91, Synergy_HSA=-1.77. (2) Drug 1: CN(CC1=CN=C2C(=N1)C(=NC(=N2)N)N)C3=CC=C(C=C3)C(=O)NC(CCC(=O)O)C(=O)O. Drug 2: CC1C(C(CC(O1)OC2CC(CC3=C2C(=C4C(=C3O)C(=O)C5=C(C4=O)C(=CC=C5)OC)O)(C(=O)CO)O)N)O.Cl. Cell line: OVCAR-8. Synergy scores: CSS=54.0, Synergy_ZIP=-15.5, Synergy_Bliss=-34.3, Synergy_Loewe=13.6, Synergy_HSA=-27.0. (3) Drug 1: C1=CC(=CC=C1CC(C(=O)O)N)N(CCCl)CCCl.Cl. Drug 2: COC1=NC(=NC2=C1N=CN2C3C(C(C(O3)CO)O)O)N. Cell line: HOP-62. Synergy scores: CSS=16.2, Synergy_ZIP=4.63, Synergy_Bliss=14.1, Synergy_Loewe=-3.08, Synergy_HSA=9.17. (4) Drug 1: C1CN(CCN1C(=O)CCBr)C(=O)CCBr. Drug 2: CC1C(C(CC(O1)OC2CC(CC3=C2C(=C4C(=C3O)C(=O)C5=C(C4=O)C(=CC=C5)OC)O)(C(=O)CO)O)N)O.Cl. Cell line: T-47D. Synergy scores: CSS=37.6, Synergy_ZIP=-3.56, Synergy_Bliss=-4.91, Synergy_Loewe=-12.2, Synergy_HSA=-3.23.